This data is from Forward reaction prediction with 1.9M reactions from USPTO patents (1976-2016). The task is: Predict the product of the given reaction. (1) Given the reactants [NH2:1][C:2]1[S:3][CH2:4][C:5]2([N:21]=1)[C@@H:18]1[C@H:13]([CH2:14][CH2:15][C:16](=[O:19])[CH2:17]1)[O:12][C:11]1[C:6]2=[CH:7][C:8](Br)=[CH:9][CH:10]=1.CC1(C)C(C)(C)OB([C:30]2[CH:31]=[N:32][CH:33]=[C:34]([CH:37]=2)[C:35]#[N:36])O1, predict the reaction product. The product is: [NH2:1][C:2]1[S:3][CH2:4][C@@:5]2([N:21]=1)[C@@H:18]1[C@H:13]([CH2:14][CH2:15][C:16](=[O:19])[CH2:17]1)[O:12][C:11]1[C:6]2=[CH:7][C:8]([C:30]2[CH:31]=[N:32][CH:33]=[C:34]([CH:37]=2)[C:35]#[N:36])=[CH:9][CH:10]=1. (2) The product is: [N:13]1([C:20]([O:22][C:23]([CH3:26])([CH3:25])[CH3:24])=[O:21])[C@H:12]([C:10]([O:9][CH2:2][C:3]2[CH:4]=[CH:5][CH:6]=[CH:7][CH:8]=2)=[O:11])[CH2:19][C@@H:18]2[CH2:17][CH2:16][CH2:15][C@H:14]12. Given the reactants Cl.[CH2:2]([O:9][C:10]([C@@H:12]1[CH2:19][C@H:18]2[C@H:14]([CH2:15][CH2:16][CH2:17]2)[NH:13]1)=[O:11])[C:3]1[CH:8]=[CH:7][CH:6]=[CH:5][CH:4]=1.[C:20](O[C:20]([O:22][C:23]([CH3:26])([CH3:25])[CH3:24])=[O:21])([O:22][C:23]([CH3:26])([CH3:25])[CH3:24])=[O:21].CCN(C(C)C)C(C)C, predict the reaction product. (3) Given the reactants [CH3:1][O:2][C:3]1[CH:4]=[CH:5][C:6]2[C:10]([C:11]([OH:13])=O)=[CH:9][S:8][C:7]=2[CH:14]=1.Cl.[CH3:16][NH:17][O:18][CH3:19].C1C=CC2N(O)N=NC=2C=1.C(Cl)CCl.CCN(C(C)C)C(C)C, predict the reaction product. The product is: [CH3:19][O:18][N:17]([CH3:16])[C:11]([C:10]1[C:6]2[CH:5]=[CH:4][C:3]([O:2][CH3:1])=[CH:14][C:7]=2[S:8][CH:9]=1)=[O:13]. (4) Given the reactants [Br:1][C:2]1[CH:7]=[CH:6][CH:5]=[CH:4][C:3]=1[S:8](Cl)(=[O:10])=[O:9].[C:12](N)([CH3:15])([CH3:14])[CH3:13].C([N:19](CC)CC)C.O, predict the reaction product. The product is: [Br:1][C:2]1[CH:7]=[CH:6][CH:5]=[CH:4][CH:3]=1.[C:12]([S:8]([NH2:19])(=[O:10])=[O:9])([CH3:15])([CH3:14])[CH3:13]. (5) Given the reactants [C:1]([C@:3]([CH2:27][O:28][CH2:29]COC)([C@H:8]([C:19]1[CH:24]=[CH:23][CH:22]=[CH:21][C:20]=1[O:25][CH3:26])[C:9]1[C:18]2[C:13](=[CH:14][CH:15]=[CH:16][CH:17]=2)[CH:12]=[CH:11][CH:10]=1)[C:4]([O:6][CH3:7])=[O:5])#[N:2], predict the reaction product. The product is: [C:1]([C@:3]([CH2:27][O:28][CH3:29])([C@H:8]([C:19]1[CH:24]=[CH:23][CH:22]=[CH:21][C:20]=1[O:25][CH3:26])[C:9]1[C:18]2[C:13](=[CH:14][CH:15]=[CH:16][CH:17]=2)[CH:12]=[CH:11][CH:10]=1)[C:4]([O:6][CH3:7])=[O:5])#[N:2]. (6) Given the reactants C([O:3][C:4](=[O:23])[C:5]1[CH:17]=[C:16]([CH2:18][O:19][CH:20]([CH3:22])[CH3:21])[CH:15]=[C:7]([C:8]([N:10]([CH3:14])[CH2:11][CH2:12][CH3:13])=[O:9])[CH:6]=1)C, predict the reaction product. The product is: [CH:20]([O:19][CH2:18][C:16]1[CH:15]=[C:7]([C:8]([N:10]([CH3:14])[CH2:11][CH2:12][CH3:13])=[O:9])[CH:6]=[C:5]([CH:17]=1)[C:4]([OH:23])=[O:3])([CH3:22])[CH3:21]. (7) Given the reactants [CH3:1][C@H:2]1[N:7](CC2C=CC=CC=2)[C@@H:6]([CH3:15])[CH2:5][N:4]([C:16]2[CH:17]=[C:18]([NH:24][S:25]([C:28]3[CH:33]=[CH:32][C:31]([C:34]4[O:35][C:36]([CH3:39])=[CH:37][CH:38]=4)=[C:30]([F:40])[CH:29]=3)(=[O:27])=[O:26])[C:19]([O:22][CH3:23])=[N:20][CH:21]=2)[CH2:3]1.[H][H].[ClH:43], predict the reaction product. The product is: [ClH:43].[CH3:1][C@H:2]1[NH:7][C@@H:6]([CH3:15])[CH2:5][N:4]([C:16]2[CH:17]=[C:18]([NH:24][S:25]([C:28]3[CH:33]=[CH:32][C:31]([C:34]4[O:35][C:36]([CH3:39])=[CH:37][CH:38]=4)=[C:30]([F:40])[CH:29]=3)(=[O:26])=[O:27])[C:19]([O:22][CH3:23])=[N:20][CH:21]=2)[CH2:3]1. (8) Given the reactants [Br:1][C:2]1[NH:6][N:5]=[C:4]([C:7]2[S:8][C:9]([Cl:12])=[CH:10][CH:11]=2)[C:3]=1[C:13]1[CH:18]=[CH:17][N:16]=[CH:15][CH:14]=1.[H-].[Na+].[CH3:21][O:22][C:23]1[CH:30]=[CH:29][C:26]([CH2:27]Cl)=[CH:25][CH:24]=1.C(OCC)(=O)C, predict the reaction product. The product is: [Br:1][C:2]1[N:6]([CH2:27][C:26]2[CH:29]=[CH:30][C:23]([O:22][CH3:21])=[CH:24][CH:25]=2)[N:5]=[C:4]([C:7]2[S:8][C:9]([Cl:12])=[CH:10][CH:11]=2)[C:3]=1[C:13]1[CH:18]=[CH:17][N:16]=[CH:15][CH:14]=1.[Br:1][C:2]1[C:3]([C:13]2[CH:18]=[CH:17][N:16]=[CH:15][CH:14]=2)=[C:4]([C:7]2[S:8][C:9]([Cl:12])=[CH:10][CH:11]=2)[N:5]([CH2:27][C:26]2[CH:29]=[CH:30][C:23]([O:22][CH3:21])=[CH:24][CH:25]=2)[N:6]=1.